Dataset: Forward reaction prediction with 1.9M reactions from USPTO patents (1976-2016). Task: Predict the product of the given reaction. (1) Given the reactants I[C:2]1[CH:10]=[CH:9][C:5]([C:6]([OH:8])=[O:7])=[CH:4][C:3]=1[CH3:11].C([O-])(=O)C.[K+].[CH3:17][C:18]1([CH3:34])[C:22]([CH3:24])([CH3:23])[O:21][B:20]([B:20]2[O:21][C:22]([CH3:24])([CH3:23])[C:18]([CH3:34])([CH3:17])[O:19]2)[O:19]1.O, predict the reaction product. The product is: [CH3:11][C:3]1[CH:4]=[C:5]([CH:9]=[CH:10][C:2]=1[B:20]1[O:21][C:22]([CH3:24])([CH3:23])[C:18]([CH3:34])([CH3:17])[O:19]1)[C:6]([OH:8])=[O:7]. (2) Given the reactants O[C:2]1[C:6]2[CH:7]=[C:8]([CH3:11])[CH:9]=[CH:10][C:5]=2[O:4][N:3]=1.C(N(CC)CC)C.O=P(Cl)(Cl)[Cl:21], predict the reaction product. The product is: [Cl:21][C:2]1[C:6]2[CH:7]=[C:8]([CH3:11])[CH:9]=[CH:10][C:5]=2[O:4][N:3]=1. (3) Given the reactants I[C:2]1[C:10]2[CH:9]=[N:8][CH:7]=[N:6][C:5]=2[N:4]([C@@H:11]([CH3:20])[CH2:12][O:13][CH:14]2[CH2:19][CH2:18][CH2:17][CH2:16][O:15]2)[CH:3]=1.[Br:21][C:22]1[CH:23]=[N:24][CH:25]=[C:26]([CH:33]=1)[C:27](N(OC)C)=[O:28], predict the reaction product. The product is: [Br:21][C:22]1[CH:33]=[C:26]([C:27]([C:2]2[C:10]3[CH:9]=[N:8][CH:7]=[N:6][C:5]=3[N:4]([C@@H:11]([CH3:20])[CH2:12][O:13][CH:14]3[CH2:19][CH2:18][CH2:17][CH2:16][O:15]3)[CH:3]=2)=[O:28])[CH:25]=[N:24][CH:23]=1. (4) Given the reactants [Cl:1][C:2]1[C:3]([C:11]([F:14])([F:13])[F:12])=[C:4]([CH:8]=[CH:9][CH:10]=1)[C:5](O)=[O:6], predict the reaction product. The product is: [Cl:1][C:2]1[C:3]([C:11]([F:12])([F:13])[F:14])=[C:4]([CH2:5][OH:6])[CH:8]=[CH:9][CH:10]=1. (5) The product is: [CH3:1][O:2][CH2:3][CH2:4][O:5][CH2:6][CH2:7][O:8][CH2:9][CH2:10][O:11][C:12]1[CH:13]=[C:14]([CH:19]=[C:20]([O:22][C:23]([F:24])([F:25])[F:26])[CH:21]=1)[C:15]([OH:17])=[O:16]. Given the reactants [CH3:1][O:2][CH2:3][CH2:4][O:5][CH2:6][CH2:7][O:8][CH2:9][CH2:10][O:11][C:12]1[CH:13]=[C:14]([CH:19]=[C:20]([O:22][C:23]([F:26])([F:25])[F:24])[CH:21]=1)[C:15]([O:17]C)=[O:16].[OH-].[Na+], predict the reaction product. (6) Given the reactants [C:1]([O:5][CH:6]([C:11]1[N:16]([CH3:17])[C:15](=[O:18])[C:14]2[NH:19][CH:20]=[CH:21][C:13]=2[C:12]=1[C:22]1[CH:27]=[CH:26][C:25]([Cl:28])=[CH:24][CH:23]=1)[C:7]([O:9]C)=[O:8])([CH3:4])([CH3:3])[CH3:2].Cl[CH2:30][C:31]1[N:32]=[C:33]([CH3:36])[S:34][CH:35]=1, predict the reaction product. The product is: [C:1]([O:5][CH:6]([C:11]1[N:16]([CH3:17])[C:15](=[O:18])[C:14]2[N:19]([CH2:30][C:31]3[N:32]=[C:33]([CH3:36])[S:34][CH:35]=3)[CH:20]=[CH:21][C:13]=2[C:12]=1[C:22]1[CH:27]=[CH:26][C:25]([Cl:28])=[CH:24][CH:23]=1)[C:7]([OH:9])=[O:8])([CH3:4])([CH3:3])[CH3:2]. (7) Given the reactants [CH3:1][C:2]1([CH3:18])[C:6]([CH3:8])([CH3:7])[O:5][B:4]([C:9]2[CH:17]=[CH:16][C:12]([C:13]([OH:15])=O)=[CH:11][CH:10]=2)[O:3]1.C1C=CC2N(O)N=NC=2C=1.C(Cl)CCl.[CH3:33][O:34][C:35]1[CH:36]=[C:37]([CH:40]=[CH:41][CH:42]=1)[CH2:38][NH2:39], predict the reaction product. The product is: [CH3:33][O:34][C:35]1[CH:36]=[C:37]([CH:40]=[CH:41][CH:42]=1)[CH2:38][NH:39][C:13](=[O:15])[C:12]1[CH:11]=[CH:10][C:9]([B:4]2[O:5][C:6]([CH3:7])([CH3:8])[C:2]([CH3:1])([CH3:18])[O:3]2)=[CH:17][CH:16]=1.